This data is from Full USPTO retrosynthesis dataset with 1.9M reactions from patents (1976-2016). The task is: Predict the reactants needed to synthesize the given product. Given the product [CH2:15]([O:17][C:18]([C:20]1[S:21][C:22]([O:1][C:2]2[C:3]([CH3:8])=[N:4][CH:5]=[CH:6][CH:7]=2)=[C:23]2[C:31]3[N:30]([CH3:32])[N:29]=[CH:28][C:27]=3[CH2:26][CH2:25][C:24]=12)=[O:19])[CH3:16], predict the reactants needed to synthesize it. The reactants are: [OH:1][C:2]1[C:3]([CH3:8])=[N:4][CH:5]=[CH:6][CH:7]=1.C(O[K])(C)(C)C.[CH2:15]([O:17][C:18]([C:20]1[S:21][C:22](S(C)(=O)=O)=[C:23]2[C:31]3[N:30]([CH3:32])[N:29]=[CH:28][C:27]=3[CH2:26][CH2:25][C:24]=12)=[O:19])[CH3:16].